This data is from Full USPTO retrosynthesis dataset with 1.9M reactions from patents (1976-2016). The task is: Predict the reactants needed to synthesize the given product. (1) Given the product [CH2:1]([O:3][C:4](=[O:31])[CH2:5][N:6]1[C:14]2[CH2:13][CH2:12][CH2:11][C@@H:10]([N:15]([CH3:16])[S:17]([C:20]3[CH:21]=[C:22]([Si:56]([CH3:62])([CH3:61])[CH3:55])[CH:23]=[C:24]([C:26]([F:29])([F:28])[F:27])[CH:25]=3)(=[O:19])=[O:18])[C:9]=2[CH:8]=[N:7]1)[CH3:2], predict the reactants needed to synthesize it. The reactants are: [CH2:1]([O:3][C:4](=[O:31])[CH2:5][N:6]1[C:14]2[CH2:13][CH2:12][CH2:11][C@@H:10]([N:15]([S:17]([C:20]3[CH:25]=[C:24]([C:26]([F:29])([F:28])[F:27])[CH:23]=[C:22](Br)[CH:21]=3)(=[O:19])=[O:18])[CH3:16])[C:9]=2[CH:8]=[N:7]1)[CH3:2].C(P(C(C)(C)C)C1C=CC=CC=1C1C=CC=CC=1)(C)(C)C.[F-].[K+].[CH3:55][Si:56]([CH3:62])([CH3:61])[Si:56]([CH3:62])([CH3:61])[CH3:55].[Cl-].[Na+]. (2) Given the product [F:22][C:2]([F:1])([F:21])[CH2:3][N:4]1[C:9](=[O:10])[C:8]([OH:11])=[C:7]([C:13]2[CH:18]=[CH:17][C:16]([S:19][CH3:20])=[CH:15][CH:14]=2)[CH:6]=[N:5]1, predict the reactants needed to synthesize it. The reactants are: [F:1][C:2]([F:22])([F:21])[CH2:3][N:4]1[C:9](=[O:10])[C:8]([O:11]C)=[C:7]([C:13]2[CH:18]=[CH:17][C:16]([S:19][CH3:20])=[CH:15][CH:14]=2)[CH:6]=[N:5]1.Br.O.